From a dataset of Catalyst prediction with 721,799 reactions and 888 catalyst types from USPTO. Predict which catalyst facilitates the given reaction. (1) Reactant: [Br:1][C:2]1[CH:7]=[CH:6][C:5](Br)=[CH:4][N:3]=1.C([Li])CCC.CN(C)[CH:16]=[O:17]. Product: [Br:1][C:2]1[N:3]=[CH:4][C:5]([CH:16]=[O:17])=[CH:6][CH:7]=1. The catalyst class is: 27. (2) Reactant: [CH3:1][O:2][C:3](=[O:28])[CH2:4][O:5][C:6]1[CH:15]=[CH:14][C:13]([Cl:16])=[C:12]2[C:7]=1[CH:8]([OH:27])[C:9]([CH2:19][C:20]1[CH:25]=[CH:24][C:23]([F:26])=[CH:22][CH:21]=1)=[C:10]([CH2:17][CH3:18])[NH:11]2.CN(C)C=O.C(=O)([O-])[O-].[K+].[K+].Cl[C:41](OC(=O)C)([F:43])[F:42]. Product: [CH3:1][O:2][C:3](=[O:28])[CH2:4][O:5][C:6]1[CH:15]=[CH:14][C:13]([Cl:16])=[C:12]2[C:7]=1[C:8]([O:27][CH:41]([F:43])[F:42])=[C:9]([CH2:19][C:20]1[CH:21]=[CH:22][C:23]([F:26])=[CH:24][CH:25]=1)[C:10]([CH2:17][CH3:18])=[N:11]2. The catalyst class is: 6. (3) Reactant: C(OC([NH:11][C@@H:12]([CH2:20][C:21]1[CH:26]=[CH:25][C:24]([O:27][CH2:28][CH2:29][CH2:30][C:31]([O:33][CH2:34][CH3:35])=[O:32])=[CH:23][CH:22]=1)[C:13]([O:15][C:16]([CH3:19])([CH3:18])[CH3:17])=[O:14])=O)C1C=CC=CC=1.Cl.[H][H]. Product: [NH2:11][C@@H:12]([CH2:20][C:21]1[CH:22]=[CH:23][C:24]([O:27][CH2:28][CH2:29][CH2:30][C:31]([O:33][CH2:34][CH3:35])=[O:32])=[CH:25][CH:26]=1)[C:13]([O:15][C:16]([CH3:18])([CH3:19])[CH3:17])=[O:14]. The catalyst class is: 293. (4) Product: [C:1]([O:5][C:6](=[O:27])[NH:7][C:8]1[S:9][C:10]2[CH:16]=[C:15]([CH2:17][C:33]3[CH:38]=[CH:37][C:36]([N+:39]([O-:41])=[O:40])=[CH:35][CH:34]=3)[C:14]([F:19])=[C:13]([C:20]3[CH:25]=[CH:24][CH:23]=[C:22]([Cl:26])[CH:21]=3)[C:11]=2[N:12]=1)([CH3:4])([CH3:3])[CH3:2]. The catalyst class is: 12. Reactant: [C:1]([O:5][C:6](=[O:27])[NH:7][C:8]1[S:9][C:10]2[CH:16]=[C:15]([CH2:17]Br)[C:14]([F:19])=[C:13]([C:20]3[CH:25]=[CH:24][CH:23]=[C:22]([Cl:26])[CH:21]=3)[C:11]=2[N:12]=1)([CH3:4])([CH3:3])[CH3:2].C([Sn](CCCC)(CCCC)[C:33]1[CH:38]=[CH:37][C:36]([N+:39]([O-:41])=[O:40])=[CH:35][CH:34]=1)CCC. (5) Reactant: [N+:1]([C:4]1[CH:12]=[CH:11][C:10]([N:13]2[CH2:18][CH2:17][CH2:16][CH2:15][CH2:14]2)=[CH:9][C:5]=1[C:6]([OH:8])=O)([O-:3])=[O:2].[F:19][C:20]([F:34])([F:33])[C:21]1[CH:22]=[C:23]([N:27]2[CH:31]=[CH:30][C:29]([NH2:32])=[N:28]2)[CH:24]=[CH:25][CH:26]=1.CN(C(ON1N=NC2C=CC=NC1=2)=[N+](C)C)C.F[P-](F)(F)(F)(F)F.C(N(CC)C(C)C)(C)C. Product: [N+:1]([C:4]1[CH:12]=[CH:11][C:10]([N:13]2[CH2:18][CH2:17][CH2:16][CH2:15][CH2:14]2)=[CH:9][C:5]=1[C:6]([NH:32][C:29]1[CH:30]=[CH:31][N:27]([C:23]2[CH:24]=[CH:25][CH:26]=[C:21]([C:20]([F:33])([F:19])[F:34])[CH:22]=2)[N:28]=1)=[O:8])([O-:3])=[O:2]. The catalyst class is: 35. (6) Reactant: [Cl:1][C:2]1[CH:26]=[C:25]([N+:27]([O-:29])=[O:28])[CH:24]=[C:23]([Cl:30])[C:3]=1[O:4][C:5]1[CH:6]=[CH:7][C:8]([O:21]C)=[C:9]([S:11]([C:14]2[CH:19]=[CH:18][C:17]([F:20])=[CH:16][CH:15]=2)(=[O:13])=[O:12])[CH:10]=1.B(Br)(Br)Br. Product: [Cl:1][C:2]1[CH:26]=[C:25]([N+:27]([O-:29])=[O:28])[CH:24]=[C:23]([Cl:30])[C:3]=1[O:4][C:5]1[CH:6]=[CH:7][C:8]([OH:21])=[C:9]([S:11]([C:14]2[CH:15]=[CH:16][C:17]([F:20])=[CH:18][CH:19]=2)(=[O:13])=[O:12])[CH:10]=1. The catalyst class is: 2. (7) Reactant: [C:1]([C:5]1[N:10]=[C:9]([N:11]2[CH2:16][CH2:15][N:14]([CH2:17][C@H:18]([CH3:24])[CH2:19][O:20]C(=O)C)[CH2:13][CH2:12]2)[CH:8]=[C:7]([CH:25]2[CH2:28][CH2:27][CH2:26]2)[N:6]=1)([CH3:4])([CH3:3])[CH3:2].[OH-].[Na+].ClCCl. Product: [C:1]([C:5]1[N:10]=[C:9]([N:11]2[CH2:12][CH2:13][N:14]([CH2:17][C@H:18]([CH3:24])[CH2:19][OH:20])[CH2:15][CH2:16]2)[CH:8]=[C:7]([CH:25]2[CH2:28][CH2:27][CH2:26]2)[N:6]=1)([CH3:2])([CH3:3])[CH3:4]. The catalyst class is: 40. (8) Reactant: [NH2:1][C:2]1[CH:7]=[CH:6][CH:5]=[CH:4][C:3]=1[C:8](=[O:10])[CH3:9].C(N(CC)CC)C.[C:18](Cl)(=[O:20])[CH3:19]. Product: [C:8]([C:3]1[CH:4]=[CH:5][CH:6]=[CH:7][C:2]=1[NH:1][C:18](=[O:20])[CH3:19])(=[O:10])[CH3:9]. The catalyst class is: 4. (9) Reactant: [CH2:1]([C:3]1[N:8]=[C:7]([N:9]2[CH2:15][CH:14]([N:16]([CH3:18])[CH3:17])[C:11]3([CH2:13][CH2:12]3)[CH2:10]2)[C:6]([F:19])=[C:5]([NH:20][NH2:21])[N:4]=1)[CH3:2].[CH:22]1([CH2:27][C@H:28]([CH2:32][N:33]([CH:42]=[O:43])[O:34][CH2:35][C:36]2[CH:41]=[CH:40][CH:39]=[CH:38][CH:37]=2)[C:29](O)=[O:30])[CH2:26][CH2:25][CH2:24][CH2:23]1.CN1CCOCC1.ON1C2N=CC=CC=2N=N1.C(Cl)CCl. Product: [CH:22]1([CH2:27][C@@H:28]([C:29]([NH:21][NH:20][C:5]2[C:6]([F:19])=[C:7]([N:9]3[CH2:15][CH:14]([N:16]([CH3:17])[CH3:18])[C:11]4([CH2:12][CH2:13]4)[CH2:10]3)[N:8]=[C:3]([CH2:1][CH3:2])[N:4]=2)=[O:30])[CH2:32][N:33]([O:34][CH2:35][C:36]2[CH:41]=[CH:40][CH:39]=[CH:38][CH:37]=2)[CH:42]=[O:43])[CH2:26][CH2:25][CH2:24][CH2:23]1. The catalyst class is: 3.